Dataset: Forward reaction prediction with 1.9M reactions from USPTO patents (1976-2016). Task: Predict the product of the given reaction. (1) Given the reactants [CH3:1][C:2]([OH:11])([CH2:5][CH2:6][CH2:7][CH:8]([CH3:10])[CH3:9])[CH:3]=[CH2:4].[CH2:12](Br)[CH:13]=[CH2:14].[H-].[Na+], predict the reaction product. The product is: [CH2:14]([O:11][C:2]([CH3:1])([CH2:5][CH2:6][CH2:7][CH:8]([CH3:9])[CH3:10])[CH:3]=[CH2:4])[CH:13]=[CH2:12]. (2) Given the reactants C(OC([N:11]1[CH2:17][C:16]2[CH:18]=[C:19]([O:25][CH3:26])[C:20]([N+:22]([O-])=O)=[CH:21][C:15]=2[N:14]([CH2:27][CH3:28])[C:13](=[O:29])[CH2:12]1)=O)C1C=CC=CC=1.C(O)C, predict the reaction product. The product is: [NH2:22][C:20]1[C:19]([O:25][CH3:26])=[CH:18][C:16]2[CH2:17][NH:11][CH2:12][C:13](=[O:29])[N:14]([CH2:27][CH3:28])[C:15]=2[CH:21]=1. (3) Given the reactants [S:1]1[C:5]2[CH:6]=[CH:7][C:8]([CH2:10][CH2:11][O:12][CH2:13][CH2:14][C:15]([N:17]3[CH2:20][CH:19]([OH:21])[CH2:18]3)=O)=[CH:9][C:4]=2[CH:3]=[CH:2]1.[BH4-].[Na+].Cl[Si](C)(C)C.Cl.[OH-:30].[Na+].[C:32]([O:35]CC)(=[O:34])[CH3:33], predict the reaction product. The product is: [C:19]([OH:21])(=[O:30])/[CH:20]=[CH:33]\[C:32]([OH:35])=[O:34].[S:1]1[C:5]2[CH:6]=[CH:7][C:8]([CH2:10][CH2:11][O:12][CH2:13][CH2:14][CH2:15][N:17]3[CH2:20][CH:19]([OH:21])[CH2:18]3)=[CH:9][C:4]=2[CH:3]=[CH:2]1.